From a dataset of Catalyst prediction with 721,799 reactions and 888 catalyst types from USPTO. Predict which catalyst facilitates the given reaction. (1) Reactant: [Cl:1][C:2]1[C:3]([N:16]([CH:18]2[CH2:23][CH2:22][NH:21][CH2:20][CH:19]2[CH2:24][CH3:25])[CH3:17])=[N:4][C:5]([NH:8][C:9]2[CH:13]=[C:12]([CH3:14])[N:11]([CH3:15])[N:10]=2)=[N:6][CH:7]=1.Cl[C:27]1[N:32]=[CH:31][C:30]([C:33]#[N:34])=[CH:29][CH:28]=1. Product: [Cl:1][C:2]1[C:3]([N:16]([CH3:17])[CH:18]2[CH2:23][CH2:22][N:21]([C:27]3[CH:28]=[CH:29][C:30]([C:33]#[N:34])=[CH:31][N:32]=3)[CH2:20][CH:19]2[CH2:24][CH3:25])=[N:4][C:5]([NH:8][C:9]2[CH:13]=[C:12]([CH3:14])[N:11]([CH3:15])[N:10]=2)=[N:6][CH:7]=1. The catalyst class is: 8. (2) Reactant: Br[CH2:2][C:3]([C:5]1[CH:15]=[CH:14][C:8]([C:9]([O:11][CH2:12][CH3:13])=[O:10])=[CH:7][CH:6]=1)=O.[NH2:16][C:17]([NH2:19])=[S:18]. Product: [NH2:19][C:17]1[S:18][CH:2]=[C:3]([C:5]2[CH:15]=[CH:14][C:8]([C:9]([O:11][CH2:12][CH3:13])=[O:10])=[CH:7][CH:6]=2)[N:16]=1. The catalyst class is: 14. (3) Reactant: [C:1]([CH2:9][C:10]([O:12][CH2:13][CH3:14])=[O:11])(=[O:8])[C:2]1[CH:7]=[CH:6][CH:5]=[CH:4][CH:3]=1.N1CCCCC1.[CH2:21]([N:23]([C:26]1C=C[C:29]([CH:30]=O)=[C:28](O)[CH:27]=1)[CH2:24][CH3:25])[CH3:22]. Product: [C:1]([C:9]1[C:10](=[O:11])[O:12][C:13]2[C:29]([CH:30]=1)=[CH:28][CH:27]=[C:26]([N:23]([CH2:24][CH3:25])[CH2:21][CH3:22])[CH:14]=2)(=[O:8])[C:2]1[CH:7]=[CH:6][CH:5]=[CH:4][CH:3]=1. The catalyst class is: 8. (4) Reactant: O[C@H:2]([CH3:22])[C@@H:3]([NH:7][C:8]([O:10][CH2:11][CH2:12][CH2:13][CH2:14][CH2:15][C:16]1[CH:21]=[CH:20][CH:19]=[CH:18][CH:17]=1)=[O:9])[C:4]([OH:6])=[O:5].CCN(CC)CC.CN(C(ON1N=NC2C=CC=CC1=2)=[N+](C)C)C.[B-](F)(F)(F)F. Product: [C:16]1([CH2:15][CH2:14][CH2:13][CH2:12][CH2:11][O:10][C:8](=[O:9])[NH:7][C@H:3]2[C:4](=[O:6])[O:5][C@@H:2]2[CH3:22])[CH:21]=[CH:20][CH:19]=[CH:18][CH:17]=1. The catalyst class is: 2. (5) Reactant: [NH:1]1[CH2:5][CH2:4][CH2:3][CH2:2]1.Br[CH2:7][CH2:8][CH2:9][C:10]([O:12][CH2:13][CH3:14])=[O:11]. Product: [CH2:13]([O:12][C:10](=[O:11])[CH2:9][CH2:8][CH2:7][N:1]1[CH2:5][CH2:4][CH2:3][CH2:2]1)[CH3:14]. The catalyst class is: 11.